From a dataset of Full USPTO retrosynthesis dataset with 1.9M reactions from patents (1976-2016). Predict the reactants needed to synthesize the given product. (1) Given the product [NH:10]1[CH2:11][CH2:12][CH:7]([N:4]2[CH2:5][CH2:6][C@H:2]([OH:1])[CH2:3]2)[CH2:8][CH2:9]1, predict the reactants needed to synthesize it. The reactants are: [OH:1][C@H:2]1[CH2:6][CH2:5][N:4]([CH:7]2[CH2:12][CH2:11][N:10](C(OCC3C=CC=CC=3)=O)[CH2:9][CH2:8]2)[CH2:3]1.C1CC=CCC=1. (2) Given the product [Br:22][C:23]1[CH:35]=[CH:34][C:33]2[C:32]3[C:27](=[CH:28][C:29]([Br:36])=[CH:30][CH:31]=3)[C:26]([CH2:43][CH:44]=[CH2:45])([CH2:37][CH:38]=[CH2:39])[C:25]=2[CH:24]=1, predict the reactants needed to synthesize it. The reactants are: BrC1C=CC2C3C(=CC(Br)=CC=3)CC=2C=1.C(Br)C=C.[OH-].[Na+].[Br:22][C:23]1[CH:35]=[CH:34][C:33]2[C:32]3[C:27](=[CH:28][C:29]([Br:36])=[CH:30][CH:31]=3)[C:26]([CH2:43][CH2:44][CH2:45]CC=C)([CH2:37][CH2:38][CH2:39]CC=C)[C:25]=2[CH:24]=1. (3) Given the product [CH3:37][O:38][C:39]1[CH:44]=[C:43]([C:2]2[CH:36]=[CH:35][CH:34]=[C:4]([CH2:5][N:6]([C@@H:24]3[C:33]4[C:28](=[CH:29][CH:30]=[CH:31][CH:32]=4)[CH2:27][CH2:26][CH2:25]3)[C:7]([C:9]3[CH:14]=[C:13]([C:15]([OH:17])=[O:16])[C:12]([C:18]([OH:20])=[O:19])=[CH:11][C:10]=3[C:21]([OH:23])=[O:22])=[O:8])[CH:3]=2)[CH:42]=[CH:41][CH:40]=1, predict the reactants needed to synthesize it. The reactants are: Br[C:2]1[CH:3]=[C:4]([CH:34]=[CH:35][CH:36]=1)[CH2:5][N:6]([C@@H:24]1[C:33]2[C:28](=[CH:29][CH:30]=[CH:31][CH:32]=2)[CH2:27][CH2:26][CH2:25]1)[C:7]([C:9]1[CH:14]=[C:13]([C:15]([OH:17])=[O:16])[C:12]([C:18]([OH:20])=[O:19])=[CH:11][C:10]=1[C:21]([OH:23])=[O:22])=[O:8].[CH3:37][O:38][C:39]1[CH:40]=[C:41](B(O)O)[CH:42]=[CH:43][CH:44]=1. (4) Given the product [ClH:39].[NH2:7][C:8]1[CH2:9][O:10][CH2:11][C@:12]([C:15]2[CH:20]=[C:19]([NH:21][C:22]([C:24]3[N:29]=[CH:28][C:27]([Br:30])=[CH:26][N:25]=3)=[O:23])[CH:18]=[C:17]([Br:31])[CH:16]=2)([CH3:14])[N:13]=1, predict the reactants needed to synthesize it. The reactants are: C(OC(=O)[NH:7][C:8]1[CH2:9][O:10][CH2:11][C@:12]([C:15]2[CH:20]=[C:19]([NH:21][C:22]([C:24]3[N:29]=[CH:28][C:27]([Br:30])=[CH:26][N:25]=3)=[O:23])[CH:18]=[C:17]([Br:31])[CH:16]=2)([CH3:14])[N:13]=1)(C)(C)C.O1CCOCC1.[ClH:39].